This data is from Forward reaction prediction with 1.9M reactions from USPTO patents (1976-2016). The task is: Predict the product of the given reaction. (1) Given the reactants C[O:2][C:3]([C:5]1[S:6][C:7]([C:12]([F:15])([F:14])[F:13])=[CH:8][C:9]=1[O:10][CH3:11])=[O:4].[OH-].[K+], predict the reaction product. The product is: [CH3:11][O:10][C:9]1[CH:8]=[C:7]([C:12]([F:14])([F:15])[F:13])[S:6][C:5]=1[C:3]([OH:4])=[O:2]. (2) Given the reactants [F:1][C:2]1[CH:9]=[CH:8][C:7](B2OC(C)(C)C(C)(C)O2)=[CH:6][C:3]=1[C:4]#[N:5].Cl[C:20]1[N:25]=[CH:24][N:23]=[C:22]([NH:26][C:27]2[CH:32]=[CH:31][C:30]([N:33]3[CH2:38][CH2:37][N:36]([CH:39]4[CH2:42][O:41][CH2:40]4)[CH2:35][CH2:34]3)=[C:29]([CH3:43])[CH:28]=2)[N:21]=1, predict the reaction product. The product is: [F:1][C:2]1[CH:9]=[CH:8][C:7]([C:20]2[N:21]=[C:22]([NH:26][C:27]3[CH:32]=[CH:31][C:30]([N:33]4[CH2:38][CH2:37][N:36]([CH:39]5[CH2:42][O:41][CH2:40]5)[CH2:35][CH2:34]4)=[C:29]([CH3:43])[CH:28]=3)[N:23]=[CH:24][N:25]=2)=[CH:6][C:3]=1[C:4]#[N:5]. (3) Given the reactants [Cl:1][C:2]1[CH:3]=[C:4]2[C:8](=[CH:9][C:10]=1[Cl:11])[C:7](=O)[N:6]([C:13]1[C:14]([CH3:33])=[C:15]([CH3:32])[C:16]3[O:20][C:19]([CH3:22])([CH3:21])[CH:18]([C:23]4[CH:28]=[CH:27][C:26]([F:29])=[CH:25][CH:24]=4)[C:17]=3[C:30]=1[CH3:31])[C:5]2=O, predict the reaction product. The product is: [Cl:11][C:10]1[CH:9]=[C:8]2[C:4](=[CH:3][C:2]=1[Cl:1])[CH2:5][N:6]([C:13]1[C:14]([CH3:33])=[C:15]([CH3:32])[C:16]3[O:20][C:19]([CH3:22])([CH3:21])[CH:18]([C:23]4[CH:28]=[CH:27][C:26]([F:29])=[CH:25][CH:24]=4)[C:17]=3[C:30]=1[CH3:31])[CH2:7]2. (4) Given the reactants OB(O)[C:3]1[CH:13]=[CH:12][C:6]([C:7]([N:9]([CH3:11])[CH3:10])=[O:8])=[CH:5][CH:4]=1.[NH2:15][C:16]1[CH:23]=[CH:22][C:21](Br)=[CH:20][C:17]=1[C:18]#[N:19].C(=O)([O-])[O-].[K+].[K+].COC(O)C(O)OC, predict the reaction product. The product is: [CH3:10][N:9]([CH3:11])[C:7]([C:6]1[CH:12]=[CH:13][C:3]([C:21]2[CH:22]=[CH:23][C:16]([NH2:15])=[C:17]([C:18]#[N:19])[CH:20]=2)=[CH:4][CH:5]=1)=[O:8]. (5) Given the reactants [Cl:1][C:2]1[CH:3]=[C:4]([CH:14]=[CH:15][C:16]=1[Cl:17])[CH2:5][N:6]1[CH2:11][CH2:10][O:9][CH:8]([CH2:12][NH2:13])[CH2:7]1.[F:18][C:19]1[CH:20]=[C:21]([CH2:26][C:27](O)=[O:28])[CH:22]=[CH:23][C:24]=1[F:25], predict the reaction product. The product is: [Cl:1][C:2]1[CH:3]=[C:4]([CH:14]=[CH:15][C:16]=1[Cl:17])[CH2:5][N:6]1[CH2:11][CH2:10][O:9][CH:8]([CH2:12][NH:13][C:27](=[O:28])[CH2:26][C:21]2[CH:22]=[CH:23][C:24]([F:25])=[C:19]([F:18])[CH:20]=2)[CH2:7]1. (6) Given the reactants [Cl-].ClC=[N+](C)C.CN([CH:10]=[O:11])C.[Cl:12][C:13]1[CH:21]=[C:20]2[C:16]([CH:17]=[CH:18][NH:19]2)=[CH:15][C:14]=1B1OCC(C)(C)CO1.Br[C:31]1[CH:36]=[CH:35][C:34]([CH2:37][CH2:38][OH:39])=[C:33]([O:40][CH3:41])[CH:32]=1.C(=O)([O-])[O-].[K+].[K+], predict the reaction product. The product is: [Cl:12][C:13]1[CH:21]=[C:20]2[C:16]([C:17]([CH:10]=[O:11])=[CH:18][NH:19]2)=[CH:15][C:14]=1[C:31]1[CH:36]=[CH:35][C:34]([CH2:37][CH2:38][OH:39])=[C:33]([O:40][CH3:41])[CH:32]=1.